From a dataset of Drug-target binding data from BindingDB using IC50 measurements. Regression. Given a target protein amino acid sequence and a drug SMILES string, predict the binding affinity score between them. We predict pIC50 (pIC50 = -log10(IC50 in M); higher means more potent). Dataset: bindingdb_ic50. (1) The compound is O=P(O)(O)C(O)(Cc1cccnc1)P(=O)(O)O. The target protein (P14324) has sequence MPLSRWLRSVGVFLLPAPYWAPRERWLGSLRRPSLVHGYPVLAWHSARCWCQAWTEEPRALCSSLRMNGDQNSDVYAQEKQDFVQHFSQIVRVLTEDEMGHPEIGDAIARLKEVLEYNAIGGKYNRGLTVVVAFRELVEPRKQDADSLQRAWTVGWCVELLQAFFLVADDIMDSSLTRRGQICWYQKPGVGLDAINDANLLEACIYRLLKLYCREQPYYLNLIELFLQSSYQTEIGQTLDLLTAPQGNVDLVRFTEKRYKSIVKYKTAFYSFYLPIAAAMYMAGIDGEKEHANAKKILLEMGEFFQIQDDYLDLFGDPSVTGKIGTDIQDNKCSWLVVQCLQRATPEQYQILKENYGQKEAEKVARVKALYEELDLPAVFLQYEEDSYSHIMALIEQYAAPLPPAVFLGLARKIYKRRK. The pIC50 is 8.3. (2) The small molecule is COCCC(C(=O)O)c1c(C)nc2sc3c(c2c1-c1ccc(C)cc1)CCC3. The target protein (P03367) has sequence MGARASVLSGGELDRWEKIRLRPGGKKKYKLKHIVWASRELERFAVNPGLLETSEGCRQILGQLQPSLQTGSEELRSLYNTVATLYCVHQRIEIKDTKEALDKIEEEQNKSKKKAQQAAADTGHSSQVSQNYPIVQNIQGQMVHQAISPRTLNAWVKVVEEKAFSPEVIPMFSALSEGATPQDLNTMLNTVGGHQAAMQMLKETINEEAAEWDRVHPVHAGPIAPGQMREPRGSDIAGTTSTLQEQIGWMTNNPPIPVGEIYKRWIILGLNKIVRMYSPTSILDIRQGPKEPFRDYVDRFYKTLRAEQASQEVKNWMTETLLVQNANPDCKTILKALGPAATLEEMMTACQGVGGPGHKARVLAEAMSQVTNSATIMMQRGNFRNQRKIVKCFNCGKEGHIARNCRAPRKKGCWKCGKEGHQMKDCTERQANFLREDLAFLQGKAREFSSEQTRANSPTISSEQTRANSPTRRELQVWGRDNNSLSEAGADRQGTVSFNF.... The pIC50 is 5.5. (3) The target protein (Q43077) has sequence MASTTTMRLALFSVLTLLSFHAVVSVTPLHVQHPLDPLTKEEFLAVQTIVQNKYPISNNRLAFHYIGLDDPEKDHVLRYETHPTLVSIPRKIFVVAIINSQTHEILINLRIRSIVSDNIHNGYGFPILSVDEQSLAIKLPLKYPPFIDSVKKRGLNLSEIVCSSFTMGWFGEEKNVRTVRLDCFMKESTVNIYVRPITGITIVADLDLMKIVEYHDRDIEAVPTAENTEYQVSKQSPPFGPKQHSLTSHQPQGPGFQINGHSVSWANWKFHIGFDVRAGIVISLASIYDLEKHKSRRVLYKGYISELFVPYQDPTEEFYFKTFFDSGEFGFGLSTVSLIPNRDCPPHAQFIDTYVHSANGTPILLKNAICVFEQYGNIMWRHTENGIPNESIEESRTEVNLIVRTIVTVGNYDNVIDWEFKASGSIKPSIALSGILEIKGTNIKHKDEIKEDLHGKLVSANSIGIYHDHFYIYYLDFDIDGTHNSFEKTSLKTVRIKDGS.... The small molecule is NCc1ccncc1NC1CCCCCC1. The pIC50 is 3.0. (4) The compound is CC(C)C[C@@H](NC(=O)[C@H](Cc1ccccc1)NC(=O)c1cnccn1)B(O)O. The target protein (P13569) has sequence MQRSPLEKASVVSKLFFSWTRPILRKGYRQRLELSDIYQIPSVDSADNLSEKLEREWDRELASKKNPKLINALRRCFFWRFMFYGIFLYLGEVTKAVQPLLLGRIIASYDPDNKEERSIAIYLGIGLCLLFIVRTLLLHPAIFGLHHIGMQMRIAMFSLIYKKTLKLSSRVLDKISIGQLVSLLSNNLNKFDEGLALAHFVWIAPLQVALLMGLIWELLQASAFCGLGFLIVLALFQAGLGRMMMKYRDQRAGKISERLVITSEMIENIQSVKAYCWEEAMEKMIENLRQTELKLTRKAAYVRYFNSSAFFFSGFFVVFLSVLPYALIKGIILRKIFTTISFCIVLRMAVTRQFPWAVQTWYDSLGAINKIQDFLQKQEYKTLEYNLTTTEVVMENVTAFWEEGFGELFEKAKQNNNNRKTSNGDDSLFFSNFSLLGTPVLKDINFKIERGQLLAVAGSTGAGKTSLLMVIMGELEPSEGKIKHSGRISFCSQFSWIMPG.... The pIC50 is 5.9. (5) The compound is CC[C@H](C)[C@H](NC(=O)[C@H](Cc1ccc(O)cc1)NC(=O)[C@@H]1CCCN1C(=O)[C@H](CCCCN)NC(=O)[C@@H](N)CCCCN)C(=O)N[C@@H](C[Si](C)(C)C)C(=O)O. The target protein (O95665) has sequence METSSPRPPRPSSNPGLSLDARLGVDTRLWAKVLFTALYALIWALGAAGNALSAHVVLKARAGRAGRLRHHVLSLALAGLLLLLVGVPVELYSFVWFHYPWVFGDLGCRGYYFVHELCAYATVLSVAGLSAERCLAVCQPLRARSLLTPRRTRWLVALSWAASLGLALPMAVIMGQKHELETADGEPEPASRVCTVLVSRTALQVFIQVNVLVSFVLPLALTAFLNGVTVSHLLALCSQVPSTSTPGSSTPSRLELLSEEGLLSFIVWKKTFIQGGQVSLVRHKDVRRIRSLQRSVQVLRAIVVMYVICWLPYHARRLMYCYVPDDAWTDPLYNFYHYFYMVTNTLFYVSSAVTPLLYNAVSSSFRKLFLEAVSSLCGEHHPMKRLPPKPQSPTLMDTASGFGDPPETRT. The pIC50 is 9.4. (6) The drug is O=C(O)c1csc(-c2ccccc2)n1. The target protein sequence is MKNTLLKLGVCVSLLGITPFVSTISSVQAERKVEHKVIKNETGTISISQLNKNVWVHTELGYFNGEAVPSNGLILNTSKGLVLVDSSWDDKLTKELIEMAEKKFKKSVTDVIITHAHADRIGGIKTLKERGIKAHSTTLTAELAKKNGYEEPLGDLQAITKLKFGNMKVETFYPGKGHTEDNIVVWLPQYNMLVGGCLVKSASAKDLGNITDAYVNEWSTSIENVLKRYENINFVVPGHGEVGDKGLLLHTLDLLK. The pIC50 is 3.7.